This data is from Catalyst prediction with 721,799 reactions and 888 catalyst types from USPTO. The task is: Predict which catalyst facilitates the given reaction. (1) Reactant: [C:1]1([CH:7]2[CH2:12][CH2:11][NH:10][CH2:9][CH2:8]2)[CH:6]=[CH:5][CH:4]=[CH:3][CH:2]=1.[C:13]1([CH:19]([C:23]2[CH:28]=[CH:27][CH:26]=[CH:25][CH:24]=2)[C:20]([OH:22])=O)[CH:18]=[CH:17][CH:16]=[CH:15][CH:14]=1.C1CC[CH:32]([N:35]=[C:36]=[N:37][CH:38]2[CH2:43]CCCC2)CC1.C1C=CC2N(O)N=NC=2C=1. Product: [N:35]1([CH2:32][C:7]2([C:1]3[CH:6]=[CH:5][CH:4]=[CH:3][CH:2]=3)[CH2:8][CH2:9][N:10]([C:20](=[O:22])[CH:19]([C:13]3[CH:14]=[CH:15][CH:16]=[CH:17][CH:18]=3)[C:23]3[CH:28]=[CH:27][CH:26]=[CH:25][CH:24]=3)[CH2:11][CH2:12]2)[CH:43]=[CH:38][N:37]=[CH:36]1. The catalyst class is: 1. (2) Reactant: C1CCN(C(N=NC(N2CCCCC2)=O)=O)CC1.[CH3:19][O:20][C:21]1[CH:25]=[C:24]([C:26]2[CH:27]=[C:28]([OH:38])[CH:29]=[C:30]([O:32][C@@H:33]([CH3:37])[CH2:34][O:35][CH3:36])[CH:31]=2)[NH:23][N:22]=1.[S:39]1[CH:43]=[CH:42][C:41]([CH2:44][CH2:45]O)=[CH:40]1.C(P(CCCC)CCCC)CCC. Product: [CH3:19][O:20][C:21]1[CH:25]=[C:24]([C:26]2[CH:27]=[C:28]([O:38][CH2:45][CH2:44][C:41]3[CH:42]=[CH:43][S:39][CH:40]=3)[CH:29]=[C:30]([O:32][C@@H:33]([CH3:37])[CH2:34][O:35][CH3:36])[CH:31]=2)[NH:23][N:22]=1. The catalyst class is: 247. (3) Reactant: C(O[BH-](OC(=O)C)OC(=O)C)(=O)C.[Na+].FC(F)(F)C(O)=O.[CH2:22]([C:24]1[S:28][CH:27]=[C:26]([C:29]([N:31]2[CH2:36][C:35]3([CH2:41][CH2:40][NH:39][CH2:38][CH2:37]3)[O:34][CH2:33][CH2:32]2)=[O:30])[CH:25]=1)[CH3:23].[Si]([O:49][CH2:50][CH2:51][C:52]1[CH:53]=[CH:54][C:55]([F:60])=[C:56]([CH:59]=1)[CH:57]=O)(C(C)(C)C)(C)C.C(O)(=O)C. Product: [CH2:22]([C:24]1[S:28][CH:27]=[C:26]([C:29]([N:31]2[CH2:36][C:35]3([CH2:41][CH2:40][N:39]([CH2:57][C:56]4[CH:59]=[C:52]([CH2:51][CH2:50][OH:49])[CH:53]=[CH:54][C:55]=4[F:60])[CH2:38][CH2:37]3)[O:34][CH2:33][CH2:32]2)=[O:30])[CH:25]=1)[CH3:23]. The catalyst class is: 37. (4) Reactant: [Br:1][C:2]1[C:3]([Cl:16])=[CH:4][C:5]([O:14][CH3:15])=[C:6]([NH:8][C@@H:9]([CH3:13])[C:10]([OH:12])=O)[CH:7]=1.[N:17]1([CH:23]2[CH2:26][N:25]([C:27]([O:29][C:30]([CH3:33])([CH3:32])[CH3:31])=[O:28])[CH2:24]2)[CH2:22][CH2:21][NH:20][CH2:19][CH2:18]1.CCN=C=NCCCN(C)C.Cl.C1C=CC2N(O)N=NC=2C=1.CCN(CC)CC. Product: [Br:1][C:2]1[C:3]([Cl:16])=[CH:4][C:5]([O:14][CH3:15])=[C:6]([NH:8][C@@H:9]([CH3:13])[C:10]([N:20]2[CH2:21][CH2:22][N:17]([CH:23]3[CH2:24][N:25]([C:27]([O:29][C:30]([CH3:33])([CH3:32])[CH3:31])=[O:28])[CH2:26]3)[CH2:18][CH2:19]2)=[O:12])[CH:7]=1. The catalyst class is: 3. (5) Reactant: [N:1]1[CH:6]=[CH:5][C:4]([C:7]2[CH:15]=[CH:14][C:10]([C:11]([OH:13])=O)=[CH:9][CH:8]=2)=[CH:3][CH:2]=1.O.ON1C2C=CC=CC=2N=N1.Cl.CN(C)CCCN=C=NCC.[Cl:39][C:40]1[CH:41]=[CH:42][C:43]2[O:47][C:46]([S:48]([N:51]3[CH2:56][CH2:55][NH:54][CH2:53][CH2:52]3)(=[O:50])=[O:49])=[CH:45][C:44]=2[CH:57]=1. Product: [Cl:39][C:40]1[CH:41]=[CH:42][C:43]2[O:47][C:46]([S:48]([N:51]3[CH2:56][CH2:55][N:54]([C:11](=[O:13])[C:10]4[CH:9]=[CH:8][C:7]([C:4]5[CH:3]=[CH:2][N:1]=[CH:6][CH:5]=5)=[CH:15][CH:14]=4)[CH2:53][CH2:52]3)(=[O:49])=[O:50])=[CH:45][C:44]=2[CH:57]=1. The catalyst class is: 9. (6) Reactant: [Cl:1][C:2]1[CH:3]=[C:4]([NH:9][C:10]2[C:11]3[C:18]4[CH2:19][CH2:20][N:21]([C:23](=[O:31])/[CH:24]=[CH:25]/[C@@H:26]5[CH2:30][CH2:29][CH2:28][NH:27]5)[CH2:22][C:17]=4[S:16][C:12]=3[N:13]=[CH:14][N:15]=2)[CH:5]=[CH:6][C:7]=1[F:8].[C:32](=O)([O-])[O-].[K+].[K+].IC. Product: [Cl:1][C:2]1[CH:3]=[C:4]([NH:9][C:10]2[C:11]3[C:18]4[CH2:19][CH2:20][N:21]([C:23](=[O:31])/[CH:24]=[CH:25]/[C@@H:26]5[CH2:30][CH2:29][CH2:28][N:27]5[CH3:32])[CH2:22][C:17]=4[S:16][C:12]=3[N:13]=[CH:14][N:15]=2)[CH:5]=[CH:6][C:7]=1[F:8]. The catalyst class is: 39. (7) Reactant: [I:1][C:2]1[C:3]([O:12][CH3:13])=[C:4]([O:10][CH3:11])[CH:5]=[C:6]([CH:9]=1)[CH:7]=[O:8].[BH4-].[Na+]. Product: [I:1][C:2]1[CH:9]=[C:6]([CH2:7][OH:8])[CH:5]=[C:4]([O:10][CH3:11])[C:3]=1[O:12][CH3:13]. The catalyst class is: 1. (8) Reactant: [O:1]1[CH:5]=[CH:4][CH:3]=[C:2]1[C:6](Cl)=[O:7].[Cl:9][C:10]1[CH:11]=[C:12]2[C:17](=[CH:18][CH:19]=1)[N:16]([CH2:20][C:21]1[CH:26]=[CH:25][C:24]([F:27])=[CH:23][CH:22]=1)[C:15](=[O:28])[C:14]([C:29]#[N:30])=[C:13]2[N:31]1[CH2:36][CH2:35][NH:34][CH2:33][CH2:32]1. Product: [Cl:9][C:10]1[CH:11]=[C:12]2[C:17](=[CH:18][CH:19]=1)[N:16]([CH2:20][C:21]1[CH:22]=[CH:23][C:24]([F:27])=[CH:25][CH:26]=1)[C:15](=[O:28])[C:14]([C:29]#[N:30])=[C:13]2[N:31]1[CH2:36][CH2:35][N:34]([C:6]([C:2]2[O:1][CH:5]=[CH:4][CH:3]=2)=[O:7])[CH2:33][CH2:32]1. The catalyst class is: 17. (9) Reactant: [N:1]1[CH:6]=[CH:5][CH:4]=[CH:3][C:2]=1[C:7]1[CH:12]=[CH:11][C:10]([CH2:13][C:14]([OH:16])=O)=[CH:9][CH:8]=1.[F:17][C:18]1[CH:19]=[C:20]([CH:23]=[CH:24][CH:25]=1)[CH2:21][NH2:22].C1CN([P+](ON2N=NC3C=CC=CC2=3)(N2CCCC2)N2CCCC2)CC1.F[P-](F)(F)(F)(F)F.CCN(C(C)C)C(C)C. Product: [F:17][C:18]1[CH:19]=[C:20]([CH:23]=[CH:24][CH:25]=1)[CH2:21][NH:22][C:14](=[O:16])[CH2:13][C:10]1[CH:9]=[CH:8][C:7]([C:2]2[CH:3]=[CH:4][CH:5]=[CH:6][N:1]=2)=[CH:12][CH:11]=1. The catalyst class is: 18.